From a dataset of Forward reaction prediction with 1.9M reactions from USPTO patents (1976-2016). Predict the product of the given reaction. (1) Given the reactants [H-].[Na+].[Cl:3][C:4]1[CH:9]=[CH:8][C:7]([OH:10])=[CH:6][CH:5]=1.Br[CH2:12][C:13]1[N:17]([CH3:18])[N:16]([C:19]2[CH:24]=[CH:23][CH:22]=[CH:21][CH:20]=2)[C:15](=[O:25])[C:14]=1[CH:26]([CH3:28])[CH3:27], predict the reaction product. The product is: [Cl:3][C:4]1[CH:9]=[CH:8][C:7]([O:10][CH2:12][C:13]2[N:17]([CH3:18])[N:16]([C:19]3[CH:24]=[CH:23][CH:22]=[CH:21][CH:20]=3)[C:15](=[O:25])[C:14]=2[CH:26]([CH3:28])[CH3:27])=[CH:6][CH:5]=1. (2) Given the reactants Br[C:2]1[CH:9]=[C:8]([CH3:10])[CH:7]=[CH:6][C:3]=1[CH:4]=[O:5].[C:11]([Cu])#[N:12].O, predict the reaction product. The product is: [CH:4]([C:3]1[CH:6]=[CH:7][C:8]([CH3:10])=[CH:9][C:2]=1[C:11]#[N:12])=[O:5]. (3) The product is: [C:13]([C:12]1[C:2]([N:17]2[CH2:22][CH:27]([C:28]([OH:26])=[O:29])[CH2:18]2)=[N:3][C:4]([CH2:15][F:16])=[C:5]([C:6]([O:8][CH2:9][CH3:10])=[O:7])[CH:11]=1)#[N:14]. Given the reactants Cl[C:2]1[C:12]([C:13]#[N:14])=[CH:11][C:5]([C:6]([O:8][CH2:9][CH3:10])=[O:7])=[C:4]([CH2:15][F:16])[N:3]=1.[NH:17]1[CH2:22]CC(C(O)=O)C[CH2:18]1.[OH2:26].[CH3:27][CH2:28][OH:29], predict the reaction product. (4) Given the reactants C(OC([N:8]1[CH2:13][CH2:12][N:11]([S:14]([C:17]2[CH:22]=[CH:21][C:20]([O:23][C:24]([F:27])([F:26])[F:25])=[CH:19][CH:18]=2)(=[O:16])=[O:15])[C@@H:10]([C:28](=[O:42])[NH:29][CH2:30][C:31]2[CH:36]=[CH:35][C:34]([O:37][C:38]([F:41])([F:40])[F:39])=[CH:33][CH:32]=2)[CH2:9]1)=O)(C)(C)C, predict the reaction product. The product is: [F:41][C:38]([F:39])([F:40])[O:37][C:34]1[CH:33]=[CH:32][C:31]([CH2:30][NH:29][C:28]([C@H:10]2[CH2:9][NH:8][CH2:13][CH2:12][N:11]2[S:14]([C:17]2[CH:22]=[CH:21][C:20]([O:23][C:24]([F:25])([F:26])[F:27])=[CH:19][CH:18]=2)(=[O:15])=[O:16])=[O:42])=[CH:36][CH:35]=1. (5) Given the reactants C1C=CC(P(C2C=CC=CC=2)C2C=CC=CC=2)=CC=1.C([O-])([O-])=O.[K+].[K+].Br[C:27]1[C:28]([CH3:42])=[C:29]([CH2:33][NH:34][C:35](=[O:41])[O:36][C:37]([CH3:40])([CH3:39])[CH3:38])[CH:30]=[CH:31][CH:32]=1.[CH3:43][C:44]([Si:47]([CH3:60])([CH3:59])[O:48][CH2:49][C:50]1[CH:51]=[C:52](B(O)O)[CH:53]=[CH:54][CH:55]=1)([CH3:46])[CH3:45], predict the reaction product. The product is: [CH3:46][C:44]([Si:47]([CH3:60])([CH3:59])[O:48][CH2:49][C:50]1[CH:51]=[C:52]([C:27]2[CH:32]=[CH:31][CH:30]=[C:29]([CH2:33][NH:34][C:35](=[O:41])[O:36][C:37]([CH3:40])([CH3:39])[CH3:38])[C:28]=2[CH3:42])[CH:53]=[CH:54][CH:55]=1)([CH3:43])[CH3:45]. (6) Given the reactants [CH2:1]([O:8][C:9]1[CH:10]=[CH:11][C:12]([C@@H:20]([OH:23])[CH2:21][Br:22])=[C:13]2[C:18]=1[NH:17][C:16](=[O:19])[CH:15]=[CH:14]2)[C:2]1[CH:7]=[CH:6][CH:5]=[CH:4][CH:3]=1.S(C1C=CC(C)=CC=1)([O-])(=O)=O.[NH+]1C=CC=CC=1.[O:41]1[CH:46]=[CH:45][CH2:44][CH2:43][CH2:42]1, predict the reaction product. The product is: [CH2:1]([O:8][C:9]1[CH:10]=[CH:11][C:12]([C@@H:20]([O:23][CH:42]2[CH2:43][CH2:44][CH2:45][CH2:46][O:41]2)[CH2:21][Br:22])=[C:13]2[C:18]=1[NH:17][C:16](=[O:19])[CH:15]=[CH:14]2)[C:2]1[CH:3]=[CH:4][CH:5]=[CH:6][CH:7]=1. (7) Given the reactants F[C:2]1[CH:16]=[CH:15][C:5]([CH2:6][CH:7]([C:12]([CH3:14])=[O:13])[C:8]([O:10][CH3:11])=[O:9])=[CH:4][CH:3]=1.[CH3:17][O:18]C1C=CC(CCl)=CC=1, predict the reaction product. The product is: [CH3:17][O:18][C:2]1[CH:16]=[CH:15][C:5]([CH2:6][CH:7]([C:12]([CH3:14])=[O:13])[C:8]([O:10][CH3:11])=[O:9])=[CH:4][CH:3]=1.